From a dataset of Retrosynthesis with 50K atom-mapped reactions and 10 reaction types from USPTO. Predict the reactants needed to synthesize the given product. (1) Given the product Cc1cc(C)n2nc3c(c2n1)CNC3, predict the reactants needed to synthesize it. The reactants are: Cc1cc(C)n2nc3c(c2n1)CN(C(=O)OC(C)(C)C)C3. (2) Given the product COC(=O)C(=O)c1ccc(OCCCCSc2ccc3ccccc3c2)cc1, predict the reactants needed to synthesize it. The reactants are: COC(=O)C(=O)c1ccc(O)cc1.OCCCCSc1ccc2ccccc2c1. (3) Given the product CC(C)(C)OC(=O)N1CC[C@H]1CN1CCC2CN(Cc3ccc(F)cc3)CCN2c2ncccc21, predict the reactants needed to synthesize it. The reactants are: CC(C)(C)OC(=O)N1CC[C@H]1C(=O)N1CCC2CN(Cc3ccc(F)cc3)CCN2c2ncccc21. (4) Given the product CCC1CCCCN1c1ccc(Br)cc1C=O, predict the reactants needed to synthesize it. The reactants are: CCC1CCCCN1.O=Cc1cc(Br)ccc1F. (5) The reactants are: COc1cc(Cc2cnc(N)nc2N)c2cc(C3(c4ccccc4)OCCO3)oc2c1OC. Given the product COc1cc(Cc2cnc(N)nc2N)c2cc(C(=O)c3ccccc3)oc2c1OC, predict the reactants needed to synthesize it. (6) Given the product COc1cc(N2CC(N(C)C)C2)c([N+](=O)[O-])cc1Nc1nccc(-c2c[nH]c3ccccc23)n1, predict the reactants needed to synthesize it. The reactants are: CN(C)C1CNC1.COc1cc(F)c([N+](=O)[O-])cc1Nc1nccc(-c2c[nH]c3ccccc23)n1.